Task: Predict the reactants needed to synthesize the given product.. Dataset: Full USPTO retrosynthesis dataset with 1.9M reactions from patents (1976-2016) (1) Given the product [Cl:89][C:86]1[CH:87]=[CH:88][C:83]([C:64]([C:71]2[CH:76]=[CH:75][C:74]([CH2:77][N:78]3[CH2:82][CH2:81][CH2:80][CH2:79]3)=[CH:73][CH:72]=2)([C:65]2[CH:70]=[CH:69][CH:68]=[CH:67][CH:66]=2)[N:39]2[C:38]3[C:47](=[CH:48][CH:49]=[C:36]([Cl:35])[CH:37]=3)[CH:46]([NH2:50])[C:45]3[CH:44]=[C:43]([O:51][CH3:52])[CH:42]=[CH:41][C:40]2=3)=[CH:84][CH:85]=1, predict the reactants needed to synthesize it. The reactants are: ClC1C=C(C(C2C=CC(CN3CCCC3)=C(Cl)C=2)(C2C=CC=CC=2)O)C=CC=1CN1CCCC1.[Cl:35][C:36]1[CH:37]=[C:38]2[C:47](=[CH:48][CH:49]=1)[C:46]([NH2:50])=[C:45]1[C:40]([CH:41]=[CH:42][C:43]([O:51][CH3:52])=[CH:44]1)=[N:39]2.ClC1C=C2C(C(N)=CCN2[C:64]([C:83]2[CH:88]=[CH:87][C:86]([Cl:89])=[CH:85][CH:84]=2)([C:71]2[CH:76]=[CH:75][C:74]([CH2:77][N:78]3[CH2:82][CH2:81][CH2:80][CH2:79]3)=[CH:73][CH:72]=2)[C:65]2[CH:70]=[CH:69][CH:68]=[CH:67][CH:66]=2)=CC=1. (2) Given the product [N+:42]([C:45]1[CH:46]=[CH:47][C:48]([C:49]([O:13][C@@H:14]2[CH2:18][N:17]([C:19]([O:21][C:22]([CH3:25])([CH3:24])[CH3:23])=[O:20])[C@@H:16]([C:26](=[O:41])[NH:27][C:28]3[CH:33]=[CH:32][C:31]([N:34]4[CH2:39][CH2:38][O:37][CH2:36][C:35]4=[O:40])=[CH:30][CH:29]=3)[CH2:15]2)=[O:50])=[CH:52][CH:53]=1)([O-:44])=[O:43], predict the reactants needed to synthesize it. The reactants are: N(C(OCC)=O)=NC(OCC)=O.[OH:13][C@H:14]1[CH2:18][N:17]([C:19]([O:21][C:22]([CH3:25])([CH3:24])[CH3:23])=[O:20])[C@@H:16]([C:26](=[O:41])[NH:27][C:28]2[CH:33]=[CH:32][C:31]([N:34]3[CH2:39][CH2:38][O:37][CH2:36][C:35]3=[O:40])=[CH:30][CH:29]=2)[CH2:15]1.[N+:42]([C:45]1[CH:53]=[CH:52][C:48]([C:49](O)=[O:50])=[CH:47][CH:46]=1)([O-:44])=[O:43].C1(P(C2C=CC=CC=2)C2C=CC=CC=2)C=CC=CC=1. (3) Given the product [C:29]([C:28]1[CH:27]=[N:26][CH:25]=[CH:24][C:23]=1[CH2:22][O:21][C:18]1[CH:17]=[N:16][C:15]([N:10]2[CH2:11][CH2:12][N:13]([C:31]([O:40][CH:41]3[CH2:46][CH2:45][O:44][CH2:43][CH2:42]3)=[O:32])[CH2:14][C@H:9]2[CH3:8])=[N:20][CH:19]=1)#[N:30], predict the reactants needed to synthesize it. The reactants are: C(N(CC)CC)C.[CH3:8][C@@H:9]1[CH2:14][NH:13][CH2:12][CH2:11][N:10]1[C:15]1[N:20]=[CH:19][C:18]([O:21][CH2:22][C:23]2[C:28]([C:29]#[N:30])=[CH:27][N:26]=[CH:25][CH:24]=2)=[CH:17][N:16]=1.[C:31](=O)([O:40][CH:41]1[CH2:46][CH2:45][O:44][CH2:43][CH2:42]1)[O:32]N1C(=O)CCC1=O.